Dataset: Reaction yield outcomes from USPTO patents with 853,638 reactions. Task: Predict the reaction yield, written as a fraction of the theoretical maximum amount of product (1.0 means a 100% yield; for example, 0.34 means a 34% yield). (1) The reactants are [H-].[Na+].[CH3:3][O:4][C:5]([CH:7]1[C:14](=[O:15])[C:11]2([CH2:13][CH2:12]2)[CH2:10][N:9]([C:16]([O:18][C:19]([CH3:22])([CH3:21])[CH3:20])=[O:17])[CH2:8]1)=[O:6].N(C1C=CC=CC=1)([S:24]([C:27]([F:30])([F:29])[F:28])(=[O:26])=[O:25])[S:24]([C:27]([F:30])([F:29])[F:28])(=[O:26])=[O:25]. The catalyst is C1COCC1. The product is [CH3:3][O:4][C:5]([C:7]1[CH2:8][N:9]([C:16]([O:18][C:19]([CH3:22])([CH3:21])[CH3:20])=[O:17])[CH2:10][C:11]2([C:14]=1[O:15][S:24]([C:27]([F:30])([F:29])[F:28])(=[O:26])=[O:25])[CH2:13][CH2:12]2)=[O:6]. The yield is 0.560. (2) The reactants are [S:1]1[C:5]2[CH:6]=[CH:7][CH:8]=[CH:9][C:4]=2[C:3](/[CH:10]=[CH:11]\[C:12]([OH:14])=[O:13])=[CH:2]1. The catalyst is [Pd].CO.C(OCC)(=O)C. The product is [S:1]1[C:5]2[CH:6]=[CH:7][CH:8]=[CH:9][C:4]=2[C:3]([CH2:10][CH2:11][C:12]([OH:14])=[O:13])=[CH:2]1. The yield is 0.900. (3) The reactants are [CH3:1][O:2][C:3]1[CH:8]=[CH:7][C:6]([O:9][CH3:10])=[CH:5][C:4]=1[CH2:11][C:12](OCC)=O.[CH3:17][S:18][C:19]1[CH:20]=[C:21]([NH:25][C:26](=[S:29])[NH:27][NH2:28])[CH:22]=[CH:23][CH:24]=1.C[O-].[Na+]. The product is [CH3:1][O:2][C:3]1[CH:8]=[CH:7][C:6]([O:9][CH3:10])=[CH:5][C:4]=1[CH2:11][C:12]1[N:25]([C:21]2[CH:22]=[CH:23][CH:24]=[C:19]([S:18][CH3:17])[CH:20]=2)[C:26](=[S:29])[NH:27][N:28]=1. The yield is 0.390. The catalyst is CO. (4) The reactants are [C:1]([C:5]1[S:9][C:8](=[NH:10])[N:7]([CH2:11][C:12]2([OH:18])[CH2:17][CH2:16][CH2:15][CH2:14][CH2:13]2)[CH:6]=1)([CH3:4])([CH3:3])[CH3:2].[Cl:19][C:20]1[CH:21]=[CH:22][C:23]([O:29][CH3:30])=[C:24]([CH:28]=1)[C:25](O)=[O:26].S(Cl)(Cl)=O.C(N(CC)CC)C. The catalyst is C1COCC1. The product is [C:1]([C:5]1[S:9]/[C:8](=[N:10]\[C:25](=[O:26])[C:24]2[CH:28]=[C:20]([Cl:19])[CH:21]=[CH:22][C:23]=2[O:29][CH3:30])/[N:7]([CH2:11][C:12]2([OH:18])[CH2:13][CH2:14][CH2:15][CH2:16][CH2:17]2)[CH:6]=1)([CH3:4])([CH3:2])[CH3:3]. The yield is 0.500. (5) The reactants are COC(=O)[C:4]1[CH:9]=[CH:8][CH:7]=[CH:6][C:5]=1[CH2:10][NH:11][CH2:12][C:13]1[N:17]=[C:16]([C:18]([S:33]([C:36]2[CH:41]=[CH:40][CH:39]=[CH:38][CH:37]=2)(=[O:35])=[O:34])([CH:20]2[CH2:32][C:23]3[NH:24][C:25]4[CH:26]=[CH:27][C:28]([Cl:31])=[CH:29][C:30]=4[C:22]=3[CH2:21]2)[F:19])[O:15][N:14]=1.[H-].[Al+3].[Li+].[H-].[H-].[H-].C1C[O:52][CH2:51]C1. No catalyst specified. The product is [C:36]1([S:33]([C:18]([CH:20]2[CH2:32][C:23]3[NH:24][C:25]4[CH:26]=[CH:27][C:28]([Cl:31])=[CH:29][C:30]=4[C:22]=3[CH2:21]2)([F:19])[C:16]2[O:15][N:14]=[C:13]([CH2:12][NH:11][CH2:10][C:5]3[CH:6]=[CH:7][C:8]([CH2:51][OH:52])=[CH:9][CH:4]=3)[N:17]=2)(=[O:35])=[O:34])[CH:41]=[CH:40][CH:39]=[CH:38][CH:37]=1. The yield is 0.480. (6) The reactants are [C:1]([O:5][C:6]([N:8]([CH2:16][CH2:17][C:18]#[CH:19])[C:9]([O:11][C:12]([CH3:15])([CH3:14])[CH3:13])=[O:10])=[O:7])([CH3:4])([CH3:3])[CH3:2].[CH3:20][O:21][C:22](=[O:43])[CH2:23][CH:24]1[CH2:33][C:32]2[C:27](=[CH:28][C:29](OS(C(F)(F)F)(=O)=O)=[CH:30][CH:31]=2)[NH:26][C:25]1=[O:42].CCOC(C)=O.CCCCCC. The catalyst is CN1CCCC1.[Cu]I. The product is [CH3:20][O:21][C:22](=[O:43])[CH2:23][CH:24]1[CH2:33][C:32]2[C:27](=[CH:28][C:29]([C:19]#[C:18][CH2:17][CH2:16][N:8]([C:9]([O:11][C:12]([CH3:13])([CH3:15])[CH3:14])=[O:10])[C:6]([O:5][C:1]([CH3:4])([CH3:3])[CH3:2])=[O:7])=[CH:30][CH:31]=2)[NH:26][C:25]1=[O:42]. The yield is 0.620.